This data is from Catalyst prediction with 721,799 reactions and 888 catalyst types from USPTO. The task is: Predict which catalyst facilitates the given reaction. (1) Reactant: FC(F)(F)C(O)=O.[CH3:8][N:9]([CH2:17][C@H:18]1[CH2:21][C@H:20]([O:22][C:23]2[CH:28]=[CH:27][C:26]([CH2:29][N:30]3[CH2:34][CH2:33][CH2:32][CH2:31]3)=[CH:25][CH:24]=2)[CH2:19]1)C(=O)OC(C)(C)C. Product: [CH3:8][NH:9][CH2:17][C@H:18]1[CH2:21][C@H:20]([O:22][C:23]2[CH:28]=[CH:27][C:26]([CH2:29][N:30]3[CH2:34][CH2:33][CH2:32][CH2:31]3)=[CH:25][CH:24]=2)[CH2:19]1. The catalyst class is: 4. (2) Reactant: Cl[C:2]1[C:11]2[C:6](=[CH:7][C:8]([F:15])=[C:9]([N+]([O-])=O)[CH:10]=2)[N:5]=[CH:4][N:3]=1.NC1C=C(F)C=CC=1C(O)=[O:20].C(N)=N.C(O)(=O)C. Product: [F:15][C:8]1[CH:7]=[C:6]2[C:11]([C:2](=[O:20])[NH:3][CH:4]=[N:5]2)=[CH:10][CH:9]=1. The catalyst class is: 141. (3) Reactant: S(=O)(=O)(O)O.[CH3:6][C:7]1[C:8]([C:13]([OH:15])=[O:14])=[N:9][CH:10]=[CH:11][CH:12]=1.C(=O)(O)[O-].[Na+].[CH2:21](O)[CH3:22]. Product: [CH3:6][C:7]1[C:8]([C:13]([O:15][CH2:21][CH3:22])=[O:14])=[N:9][CH:10]=[CH:11][CH:12]=1. The catalyst class is: 25. (4) Reactant: [Cl:1][C:2]1[CH:11]=[C:10]([C@@H:12]([NH2:14])[CH3:13])[C:9]([C:15]2[CH:20]=[CH:19][CH:18]=[C:17]([F:21])[CH:16]=2)=[C:8]2[C:3]=1[CH:4]=[CH:5][N:6]=[N:7]2.[C:22]([OH:31])(=[O:30])[C@@H:23]([C@H:25]([C:27]([OH:29])=[O:28])[OH:26])[OH:24]. Product: [OH:26][C@H:25]([C@@H:23]([OH:24])[C:22]([OH:31])=[O:30])[C:27]([OH:29])=[O:28].[Cl:1][C:2]1[CH:11]=[C:10]([C@@H:12]([NH2:14])[CH3:13])[C:9]([C:15]2[CH:20]=[CH:19][CH:18]=[C:17]([F:21])[CH:16]=2)=[C:8]2[C:3]=1[CH:4]=[CH:5][N:6]=[N:7]2. The catalyst class is: 8. (5) Reactant: [CH:1]([C:4]1[CH:5]=[CH:6][C:7]2[C:12]([NH:13][C:14]3[CH:15]=[C:16]([CH:20]=[CH:21][C:22]=3[S:23][C:24]3[CH:29]=[CH:28][C:27]([O:30][CH3:31])=[CH:26][CH:25]=3)[C:17](Cl)=[O:18])=[N:11][CH:10]=[N:9][C:8]=2[N:32]=1)([CH3:3])[CH3:2].[F:33][C:34]([F:43])([F:42])[C:35]1[CH:36]=[C:37]([CH:39]=[CH:40][CH:41]=1)[NH2:38].NC1C=C(O)C(C)=CC=1. Product: [CH:1]([C:4]1[CH:5]=[CH:6][C:7]2[C:12]([NH:13][C:14]3[CH:15]=[C:16]([CH:20]=[CH:21][C:22]=3[S:23][C:24]3[CH:29]=[CH:28][C:27]([O:30][CH3:31])=[CH:26][CH:25]=3)[C:17]([NH:38][C:37]3[CH:39]=[CH:40][CH:41]=[C:35]([C:34]([F:33])([F:42])[F:43])[CH:36]=3)=[O:18])=[N:11][CH:10]=[N:9][C:8]=2[N:32]=1)([CH3:3])[CH3:2]. The catalyst class is: 5. (6) Reactant: Br[C:2]1[CH:7]=[CH:6][C:5]([C:8]2([C:11]3[N:15]4[CH2:16][CH2:17][S:18][C:19]([CH2:22][O:23][Si:24]([C:27]([CH3:30])([CH3:29])[CH3:28])([CH3:26])[CH3:25])([CH3:21])[CH2:20][C:14]4=[N:13][N:12]=3)[CH2:10][CH2:9]2)=[CH:4][CH:3]=1.[CH3:31][C:32]1[C:36](B2OC(C)(C)C(C)(C)O2)=[CH:35][NH:34][N:33]=1.C(=O)([O-])[O-].[K+].[K+]. Product: [Si:24]([O:23][CH2:22][C:19]1([CH3:21])[S:18][CH2:17][CH2:16][N:15]2[C:11]([C:8]3([C:5]4[CH:6]=[CH:7][C:2]([C:36]5[C:32]([CH3:31])=[N:33][NH:34][CH:35]=5)=[CH:3][CH:4]=4)[CH2:10][CH2:9]3)=[N:12][N:13]=[C:14]2[CH2:20]1)([C:27]([CH3:30])([CH3:29])[CH3:28])([CH3:26])[CH3:25]. The catalyst class is: 108. (7) Reactant: [Cl:1][C:2]1[CH:3]=[CH:4][C:5]([N+:23]([O-:25])=[O:24])=[C:6]([CH:8]([CH2:18][C:19]([O:21][CH3:22])=[O:20])[CH:9](C(OC)=O)[C:10]([O:12][CH3:13])=[O:11])[CH:7]=1.[Cl:26][C:27]1[CH:28]=[CH:29][C:30]([N+:42]([O-:44])=[O:43])=[C:31]([CH:33]([CH2:38][C:39]([OH:41])=[O:40])[CH2:34][C:35]([OH:37])=[O:36])[CH:32]=1.[Cl-].[Na+]. Product: [Cl:1][C:2]1[CH:3]=[CH:4][C:5]([N+:23]([O-:25])=[O:24])=[C:6]([CH:8]([CH2:18][C:19]([O:21][CH3:22])=[O:20])[CH2:9][C:10]([O:12][CH3:13])=[O:11])[CH:7]=1.[Cl:26][C:27]1[CH:28]=[CH:29][C:30]([N+:42]([O-:44])=[O:43])=[C:31]([CH:33]([CH2:38][C:39]([OH:41])=[O:40])[CH2:34][C:35]([OH:37])=[O:36])[CH:32]=1. The catalyst class is: 58. (8) Reactant: C(=O)([O-])[O-].[K+].[K+].[Br:7][C:8]1[CH:9]=[C:10]([OH:14])[CH:11]=[N:12][CH:13]=1.Br[CH:16]([CH:18](Br)[C:19]1[CH:24]=[CH:23][CH:22]=[CH:21][CH:20]=1)C. Product: [Br:7][C:8]1[CH:13]=[N:12][CH:11]=[C:10]([O:14][CH:18]([C:19]2[CH:24]=[CH:23][CH:22]=[CH:21][CH:20]=2)[CH3:16])[CH:9]=1. The catalyst class is: 3.